Dataset: Reaction yield outcomes from USPTO patents with 853,638 reactions. Task: Predict the reaction yield, written as a fraction of the theoretical maximum amount of product (1.0 means a 100% yield; for example, 0.34 means a 34% yield). (1) The reactants are Cl.[NH2:2][C:3]1[C:11]([OH:12])=[C:10]2[C:6]([CH2:7][CH2:8][CH:9]2[CH2:13][CH2:14][NH:15][C:16](=[O:18])[CH3:17])=[CH:5][CH:4]=1.[C:19](O[C:19](=[O:22])[CH2:20][CH3:21])(=[O:22])[CH2:20][CH3:21].O. The product is [C:16]([NH:15][CH2:14][CH2:13][CH:9]1[C:10]2[C:6](=[CH:5][CH:4]=[C:3]([NH:2][C:19](=[O:22])[CH2:20][CH3:21])[C:11]=2[OH:12])[CH2:7][CH2:8]1)(=[O:18])[CH3:17]. The catalyst is N1C=CC=CC=1. The yield is 0.880. (2) The reactants are [NH2:1][C:2]1[S:3][C:4]([C:8]2[S:9][CH:10]=[C:11]([C:13]3[CH:14]=[C:15]([NH:19][C:20]([C:22]4[S:23][C:24]([Cl:27])=[CH:25][CH:26]=4)=[O:21])[CH:16]=[CH:17][CH:18]=3)[N:12]=2)=[C:5]([NH2:7])[N:6]=1.C1([Li])C=CC=CC=1.[CH3:35][N:36]=[C:37]=[O:38].C(O)(=O)C. The catalyst is C1COCC1.CO.CN1CCCC1=O. The product is [NH2:7][C:5]1[N:6]=[C:2]([NH:1][C:37]([NH:36][CH3:35])=[O:38])[S:3][C:4]=1[C:8]1[S:9][CH:10]=[C:11]([C:13]2[CH:14]=[C:15]([NH:19][C:20]([C:22]3[S:23][C:24]([Cl:27])=[CH:25][CH:26]=3)=[O:21])[CH:16]=[CH:17][CH:18]=2)[N:12]=1. The yield is 0.410.